Dataset: Catalyst prediction with 721,799 reactions and 888 catalyst types from USPTO. Task: Predict which catalyst facilitates the given reaction. Reactant: [OH-].[Na+].[CH3:3][O:4][C:5]1[CH:10]=[CH:9][C:8]([S:11]([N:14]2[CH2:23][CH2:22][C:21]3[C:16](=[CH:17][CH:18]=[CH:19][CH:20]=3)[CH:15]2[CH2:24][C:25]([O:27]C)=[O:26])(=[O:13])=[O:12])=[CH:7][CH:6]=1. Product: [CH3:3][O:4][C:5]1[CH:6]=[CH:7][C:8]([S:11]([N:14]2[CH2:23][CH2:22][C:21]3[C:16](=[CH:17][CH:18]=[CH:19][CH:20]=3)[CH:15]2[CH2:24][C:25]([OH:27])=[O:26])(=[O:13])=[O:12])=[CH:9][CH:10]=1. The catalyst class is: 20.